The task is: Predict the reactants needed to synthesize the given product.. This data is from Full USPTO retrosynthesis dataset with 1.9M reactions from patents (1976-2016). (1) Given the product [N:14]1([C@@H:11]2[CH2:12][CH2:13][N:9]([C:7]3[S:8][C:4]4[CH:3]=[C:2]([N:23]5[C:24](=[O:28])[CH:25]=[CH:26][CH:27]=[N:22]5)[CH:21]=[CH:20][C:5]=4[N:6]=3)[CH2:10]2)[CH2:19][CH2:18][CH2:17][CH2:16][CH2:15]1, predict the reactants needed to synthesize it. The reactants are: Br[C:2]1[CH:21]=[CH:20][C:5]2[N:6]=[C:7]([N:9]3[CH2:13][CH2:12][C@@H:11]([N:14]4[CH2:19][CH2:18][CH2:17][CH2:16][CH2:15]4)[CH2:10]3)[S:8][C:4]=2[CH:3]=1.[N:22]1[NH:23][C:24](=[O:28])[CH:25]=[CH:26][CH:27]=1.C(=O)([O-])[O-].[K+].[K+].CNCCNC. (2) Given the product [OH:14][C:15]1[C:20]2[C:21](=[O:24])/[C:22](=[CH:12]/[C:9]3[C:7]4=[N:8][C:3]([O:2][CH3:1])=[CH:4][CH:5]=[C:6]4[NH:11][CH:10]=3)/[O:23][C:19]=2[CH:18]=[C:17]([OH:25])[CH:16]=1, predict the reactants needed to synthesize it. The reactants are: [CH3:1][O:2][C:3]1[N:8]=[C:7]2[C:9]([CH:12]=O)=[CH:10][NH:11][C:6]2=[CH:5][CH:4]=1.[OH:14][C:15]1[C:20]2[C:21](=[O:24])[CH2:22][O:23][C:19]=2[CH:18]=[C:17]([OH:25])[CH:16]=1.Cl. (3) Given the product [Cl:60][C:59]1[CH:36]=[CH:35][C:34]([C@H:37]2[CH2:38][N:39]([C:44]([CH:46]3[CH2:47][CH2:48][N:49]([C:52]([C:54]4([CH3:57])[CH2:55][CH2:56]4)=[O:53])[CH2:50][CH2:51]3)=[O:45])[CH2:40][C@@H:41]2[N:42]([CH3:43])[C:5]([NH:18][C:17]2[CH:19]=[CH:20][C:14]([F:13])=[CH:15][CH:16]=2)=[O:11])=[CH:33][CH:32]=1, predict the reactants needed to synthesize it. The reactants are: ClC(Cl)(O[C:5](=[O:11])OC(Cl)(Cl)Cl)Cl.[F:13][C:14]1[CH:20]=[CH:19][C:17]([NH2:18])=[CH:16][CH:15]=1.C(N(CC)C(C)C)(C)C.ClC1[CH:36]=[CH:35][C:34]([C@@H:37]2[C@@H:41]([NH:42][CH3:43])[CH2:40][N:39]([C:44]([CH:46]3[CH2:51][CH2:50][N:49]([C:52]([C:54]4([CH3:57])[CH2:56][CH2:55]4)=[O:53])[CH2:48][CH2:47]3)=[O:45])[CH2:38]2)=[CH:33][CH:32]=1.Cl[CH2:59][Cl:60].